This data is from Reaction yield outcomes from USPTO patents with 853,638 reactions. The task is: Predict the reaction yield, written as a fraction of the theoretical maximum amount of product (1.0 means a 100% yield; for example, 0.34 means a 34% yield). (1) The reactants are C([O:4][CH2:5][CH2:6][N:7]([C:12]1[CH:17]=[CH:16][C:15]([C:18]2[N:19]([CH2:31][CH3:32])[C:20]3[C:25]([C:26]=2[C:27]#[N:28])=[CH:24][CH:23]=[C:22]([O:29][CH3:30])[CH:21]=3)=[CH:14][CH:13]=1)[S:8]([CH3:11])(=[O:10])=[O:9])(=O)C.O.[OH-].[Li+].C(OCC)(=O)C. The catalyst is C1COCC1. The product is [C:27]([C:26]1[C:25]2[C:20](=[CH:21][C:22]([O:29][CH3:30])=[CH:23][CH:24]=2)[N:19]([CH2:31][CH3:32])[C:18]=1[C:15]1[CH:14]=[CH:13][C:12]([N:7]([CH2:6][CH2:5][OH:4])[S:8]([CH3:11])(=[O:10])=[O:9])=[CH:17][CH:16]=1)#[N:28]. The yield is 0.920. (2) The catalyst is C(OCC)(=O)C.[OH-].[OH-].[Pd+2]. The yield is 0.840. The reactants are [C:1]([C:3]1[N:4]=[CH:5][C:6]([NH2:9])=[N:7][CH:8]=1)#[CH:2].C(N(CC)CC)C. The product is [NH2:9][C:6]1[CH:5]=[N:4][C:3]([CH2:1][CH3:2])=[CH:8][N:7]=1. (3) The reactants are I[C:2]1[C@@:6]2([CH3:21])[CH2:7][CH2:8][C@H:9]3[C@H:18]([C@@H:5]2[CH2:4][CH:3]=1)[CH2:17][CH:16]=[C:15]1[C@:10]3([CH3:20])[CH2:11][CH2:12][C:13](=[O:19])[NH:14]1.[C:22]([Si:24]([CH3:27])([CH3:26])[CH3:25])#[CH:23]. The catalyst is Cl[Pd](Cl)([P](C1C=CC=CC=1)(C1C=CC=CC=1)C1C=CC=CC=1)[P](C1C=CC=CC=1)(C1C=CC=CC=1)C1C=CC=CC=1.[Cu]I.C(N(CC)CC)C. The product is [CH3:20][C@@:10]12[C@H:9]3[CH2:8][CH2:7][C@@:6]4([CH3:21])[C@H:5]([C@@H:18]3[CH2:17][CH:16]=[C:15]1[NH:14][C:13](=[O:19])[CH2:12][CH2:11]2)[CH2:4][CH:3]=[C:2]4[C:23]#[C:22][Si:24]([CH3:27])([CH3:26])[CH3:25]. The yield is 0.660. (4) The reactants are [CH3:1][CH:2]1[CH2:7][CH2:6][N:5]([C:8]([O:10][CH2:11][C:12]2[CH:17]=[CH:16][CH:15]=[CH:14][CH:13]=2)=[O:9])[CH2:4][CH:3]1[C:18](=O)[CH2:19][NH:20][C:21]1[N:22]=[C:23]2[CH:29]=[CH:28][N:27]([S:30]([C:33]3[CH:39]=[CH:38][C:36]([CH3:37])=[CH:35][CH:34]=3)(=[O:32])=[O:31])[C:24]2=[N:25][CH:26]=1.COC1C=CC(P2(SP(C3C=CC(OC)=CC=3)(=S)S2)=S)=CC=1. The catalyst is O1CCOCC1. The product is [CH3:1][CH:2]1[CH2:7][CH2:6][N:5]([C:8]([O:10][CH2:11][C:12]2[CH:13]=[CH:14][CH:15]=[CH:16][CH:17]=2)=[O:9])[CH2:4][CH:3]1[C:18]1[N:22]2[C:23]3[CH:29]=[CH:28][N:27]([S:30]([C:33]4[CH:34]=[CH:35][C:36]([CH3:37])=[CH:38][CH:39]=4)(=[O:32])=[O:31])[C:24]=3[N:25]=[CH:26][C:21]2=[N:20][CH:19]=1. The yield is 0.780.